This data is from Catalyst prediction with 721,799 reactions and 888 catalyst types from USPTO. The task is: Predict which catalyst facilitates the given reaction. (1) Reactant: [CH:1]1([CH2:6][CH:7]([C:11]2[CH:16]=[CH:15][C:14]([N+:17]([O-])=O)=[CH:13][CH:12]=2)[C:8]([OH:10])=[O:9])[CH2:5][CH2:4][CH2:3][CH2:2]1.[H][H]. Product: [NH2:17][C:14]1[CH:13]=[CH:12][C:11]([CH:7]([CH2:6][CH:1]2[CH2:5][CH2:4][CH2:3][CH2:2]2)[C:8]([OH:10])=[O:9])=[CH:16][CH:15]=1. The catalyst class is: 78. (2) Reactant: [CH3:1][NH:2][C:3]1[CH:8]=[CH:7][CH:6]=[CH:5][C:4]=1B1OC(C)(C)C(C)(C)O1.Br[C:19]1[CH:24]=[CH:23][N:22]=[C:21]2[NH:25][CH:26]=[CH:27][C:20]=12.P([O-])([O-])([O-])=O.[K+].[K+].[K+].O1CCOCC1. Product: [CH3:1][NH:2][C:3]1[CH:8]=[CH:7][CH:6]=[CH:5][C:4]=1[C:19]1[CH:24]=[CH:23][N:22]=[C:21]2[NH:25][CH:26]=[CH:27][C:20]=12. The catalyst class is: 6. (3) Reactant: [CH:1]1([CH2:4][O:5][C:6]2[CH:11]=[CH:10][CH:9]=[C:8]([O:12]CC3C=CC(OC)=CC=3)[C:7]=2[C:22]2[CH:23]=[C:24]([CH:33]3[CH2:38][CH2:37][CH2:36][N:35](C(OC(C)(C)C)=O)[CH2:34]3)[C:25]3[CH2:30][O:29][C:28](=[O:31])[NH:27][C:26]=3[N:32]=2)[CH2:3][CH2:2]1.[ClH:46]. Product: [ClH:46].[CH:1]1([CH2:4][O:5][C:6]2[CH:11]=[CH:10][CH:9]=[C:8]([OH:12])[C:7]=2[C:22]2[CH:23]=[C:24]([CH:33]3[CH2:38][CH2:37][CH2:36][NH:35][CH2:34]3)[C:25]3[CH2:30][O:29][C:28](=[O:31])[NH:27][C:26]=3[N:32]=2)[CH2:2][CH2:3]1. The catalyst class is: 12. (4) Reactant: [NH2:1][C@H:2]1[CH2:7][CH2:6][CH2:5][N:4]([C:8]([O:10][C:11]([CH3:14])([CH3:13])[CH3:12])=[O:9])[CH2:3]1.[Cl:15][C:16]1[N:21]=[C:20](Cl)[C:19]([F:23])=[CH:18][N:17]=1.C(N(C(C)C)CC)(C)C. Product: [Cl:15][C:16]1[N:21]=[C:20]([NH:1][C@H:2]2[CH2:7][CH2:6][CH2:5][N:4]([C:8]([O:10][C:11]([CH3:14])([CH3:13])[CH3:12])=[O:9])[CH2:3]2)[C:19]([F:23])=[CH:18][N:17]=1. The catalyst class is: 32. (5) Reactant: Cl.N[C:3]([CH2:8][CH2:9][C:10]1[CH:15]=[CH:14][C:13]([O:16][CH2:17][CH2:18][CH2:19][C:20]2[CH:25]=[CH:24][CH:23]=[C:22]([CH3:26])[CH:21]=2)=[C:12]([C:27]([F:30])([F:29])[F:28])[CH:11]=1)([CH2:6][OH:7])[CH2:4][OH:5].C=O.[C:33]([BH3-])#[N:34].[Na+].[C:37](=O)([O-])O.[Na+]. Product: [CH3:37][N:34]([CH3:33])[C:3]([CH2:8][CH2:9][C:10]1[CH:15]=[CH:14][C:13]([O:16][CH2:17][CH2:18][CH2:19][C:20]2[CH:25]=[CH:24][CH:23]=[C:22]([CH3:26])[CH:21]=2)=[C:12]([C:27]([F:30])([F:29])[F:28])[CH:11]=1)([CH2:6][OH:7])[CH2:4][OH:5]. The catalyst class is: 477. (6) Reactant: [F:1][C:2]1[CH:3]=[C:4]([C:9]2[C:13]([C:14](O)=[O:15])=[C:12](/[CH:17]=[CH:18]/[C:19]3[CH:24]=[CH:23][CH:22]=[CH:21][CH:20]=3)[O:11][N:10]=2)[CH:5]=[CH:6][C:7]=1[F:8].C(N(CC)CC)C.ClC(OCC)=O.[BH4-].[Na+].[OH-].[Na+]. Product: [F:1][C:2]1[CH:3]=[C:4]([C:9]2[C:13]([CH2:14][OH:15])=[C:12](/[CH:17]=[CH:18]/[C:19]3[CH:20]=[CH:21][CH:22]=[CH:23][CH:24]=3)[O:11][N:10]=2)[CH:5]=[CH:6][C:7]=1[F:8]. The catalyst class is: 20. (7) Product: [O:13]=[C:14]([O-:23])[C@H:15]([C@@H:17]([C@@H:19]([CH2:21][OH:22])[OH:20])[OH:18])[OH:16].[K+:25]. Reactant: O=C[C@@H]([C@H]([C@@H]([C@@H](CO)O)O)O)O.[O:13]=[C:14]([O-:23])[C@H:15]([C@@H:17]([C@@H:19]([CH2:21][OH:22])[OH:20])[OH:18])[OH:16].[OH-].[K+:25].O=O.O.O=C[C@@H]([C@H]([C@@H]([C@@H](CO)O)O)O)O. The catalyst class is: 6. (8) Reactant: [Cl:1][C:2]1[CH:3]=[C:4]([C:9]2([C:28]([F:31])([F:30])[F:29])[O:13][N:12]=[C:11]([C:14]3[CH:19]=[CH:18][C:17](/[CH:20]=[N:21]/[O:22][CH2:23][C:24](O)=[O:25])=[C:16]([CH3:27])[CH:15]=3)[CH2:10]2)[CH:5]=[C:6]([Cl:8])[CH:7]=1.Cl.CN(C)CCCN=C=NCC.[F:44][C:45]([F:49])([F:48])[CH2:46][NH2:47]. Product: [Cl:1][C:2]1[CH:3]=[C:4]([C:9]2([C:28]([F:31])([F:29])[F:30])[O:13][N:12]=[C:11]([C:14]3[CH:19]=[CH:18][C:17](/[CH:20]=[N:21]/[O:22][CH2:23][C:24]([NH:47][CH2:46][C:45]([F:49])([F:48])[F:44])=[O:25])=[C:16]([CH3:27])[CH:15]=3)[CH2:10]2)[CH:5]=[C:6]([Cl:8])[CH:7]=1. The catalyst class is: 2. (9) Reactant: [C:1]([N:8]1[CH2:13][CH2:12][CH:11]([CH2:14][OH:15])[CH2:10][CH2:9]1)([O:3][C:4]([CH3:7])([CH3:6])[CH3:5])=[O:2].[S:16](Cl)([C:19]1[CH:25]=[CH:24][C:22]([CH3:23])=[CH:21][CH:20]=1)(=[O:18])=[O:17]. Product: [C:4]([O:3][C:1]([N:8]1[CH2:13][CH2:12][CH:11]([CH2:14][O:15][S:16]([C:19]2[CH:25]=[CH:24][C:22]([CH3:23])=[CH:21][CH:20]=2)(=[O:18])=[O:17])[CH2:10][CH2:9]1)=[O:2])([CH3:7])([CH3:6])[CH3:5]. The catalyst class is: 17. (10) Reactant: [Cl:1]C(Cl)(Cl)C(Cl)(Cl)Cl.C1(P(C2C=CC=CC=2)C2C=CC=CC=2)C=CC=CC=1.[Cl:28][C:29]1[CH:40]=[CH:39][C:32]([C:33]([NH:35][CH2:36][CH:37]=[O:38])=O)=[C:31]([OH:41])[CH:30]=1. Product: [ClH:1].[Cl:28][C:29]1[CH:40]=[CH:39][C:32]([C:33]2[O:38][CH:37]([Cl:1])[CH2:36][N:35]=2)=[C:31]([OH:41])[CH:30]=1. The catalyst class is: 10.